Dataset: Reaction yield outcomes from USPTO patents with 853,638 reactions. Task: Predict the reaction yield, written as a fraction of the theoretical maximum amount of product (1.0 means a 100% yield; for example, 0.34 means a 34% yield). (1) The reactants are [F:1][C:2]1[CH:3]=[C:4]([C:12]2[C:13]3[CH2:20][CH2:19][CH:18]([OH:21])[C:14]=3[CH:15]=[N:16][CH:17]=2)[CH:5]=[CH:6][C:7]=1[C:8]([F:11])([F:10])[F:9].C(N(CC)C(C)C)(C)C.[C:31](Cl)(=[O:34])[CH2:32][CH3:33].[OH-].[Na+]. The catalyst is CN(C=O)C. The product is [F:1][C:2]1[CH:3]=[C:4]([C:12]2[C:13]3[CH2:20][CH2:19][CH:18]([O:21][C:31](=[O:34])[CH2:32][CH3:33])[C:14]=3[CH:15]=[N:16][CH:17]=2)[CH:5]=[CH:6][C:7]=1[C:8]([F:11])([F:10])[F:9]. The yield is 0.110. (2) The reactants are Cl[C:2]1C=C(N([C@H]2CC[C@H](N(C)C)CC2)CC)C(C)=C(C=1)C(O)=O.CN.[Cl:26][C:27]1[CH:28]=[C:29]([N:49]([CH2:59][CH3:60])[C@H:50]2[CH2:55][CH2:54][C@H:53]([N:56]([CH3:58])[CH3:57])[CH2:52][CH2:51]2)[C:30]([CH3:48])=[C:31]([CH:47]=1)[C:32]([NH:34][CH2:35][C:36]1[C:41](=[O:42])[N:40]2[NH:43]C=[CH:45][C:39]2=[CH:38][C:37]=1[CH3:46])=[O:33].C(NN)(C)C.C(N(CC)CC)C.C1CN([P+](ON2N=NC3C=CC=CC2=3)(N2CCCC2)N2CCCC2)CC1.F[P-](F)(F)(F)(F)F. The catalyst is CS(C)=O. The product is [Cl:26][C:27]1[CH:28]=[C:29]([N:49]([C@H:50]2[CH2:51][CH2:52][C@H:53]([N:56]([CH3:57])[CH3:58])[CH2:54][CH2:55]2)[CH2:59][CH3:60])[C:30]([CH3:48])=[C:31]([CH:47]=1)[C:32]([NH:34][CH2:35][C:36]1[C:37]([CH3:46])=[N:43][N:40]([CH:39]([CH3:45])[CH3:38])[C:41]=1[O:42][CH3:2])=[O:33]. The yield is 0.800. (3) The reactants are [F:1][C:2]1[CH:22]=[CH:21][C:5]([CH2:6][CH:7]2[CH2:16][C:15]3[C:10](=[CH:11][CH:12]=[CH:13][CH:14]=3)[CH2:9][N:8]2[CH2:17][CH2:18][CH2:19][NH2:20])=[CH:4][CH:3]=1.C(=O)(OC1C=CC=CC=1[C:32]1[CH:37]=[CH:36][CH:35]=[C:34]([N:38]([CH3:40])[CH3:39])[CH:33]=1)N.C([N:44]([CH2:47]C)CC)C.[OH2:49]. The catalyst is C1(C)C=CC=CC=1. The product is [CH3:40][N:38]([CH3:39])[C:34]1[CH:33]=[C:32]([NH:44][C:47]([NH:20][CH2:19][CH2:18][CH2:17][N:8]2[CH:7]([CH2:6][C:5]3[CH:21]=[CH:22][C:2]([F:1])=[CH:3][CH:4]=3)[CH2:16][C:15]3[C:10](=[CH:11][CH:12]=[CH:13][CH:14]=3)[CH2:9]2)=[O:49])[CH:37]=[CH:36][CH:35]=1. The yield is 0.480. (4) The reactants are [C:1](=O)([O-])[O-].[Cs+].[Cs+].[Cl:7][C:8]1[CH:13]=[CH:12][C:11]([OH:14])=[C:10]([C:15]2[N:16]=[CH:17][S:18][CH:19]=2)[CH:9]=1.C[O:21][C:22](=[O:41])[CH2:23][CH2:24][C:25]1[CH:30]=[CH:29][C:28]([O:31][CH2:32][CH2:33][C@@H:34](OS(C)(=O)=O)[CH3:35])=[CH:27][CH:26]=1.[OH-].[Na+].Cl. The catalyst is CN(C=O)C. The product is [Cl:7][C:8]1[CH:13]=[CH:12][C:11]([O:14][C@@H:34]([CH3:35])[CH2:33][CH2:32][O:31][C:28]2[CH:29]=[CH:30][C:25]([CH2:24][CH2:23][C:22]([OH:21])=[O:41])=[C:26]([CH3:1])[CH:27]=2)=[C:10]([C:15]2[N:16]=[CH:17][S:18][CH:19]=2)[CH:9]=1. The yield is 0.410. (5) The reactants are [C:1](O)(=O)[CH3:2].COC1CCC(OC)O1.[F:14][C:15]([F:20])([F:19])C(O)=O.FC(F)(F)[O:23][C:24]1[CH:25]=[C:26]([CH:30]2[N:34]([C:35]3[CH:42]=[CH:41][C:38]([C:39]#[N:40])=[CH:37][CH:36]=3)[C:33](=[O:43])[C:32]([NH:44][C:45]3[CH:50]=[CH:49][C:48](C#N)=[CH:47][CH:46]=3)=[CH:31]2)[CH:27]=[CH:28][CH:29]=1.O=C1C(=O)CC(C2C=CC=C(OC(F)(F)F)C=2)N1C1C=CC(C#N)=CC=1.C[C@@H](N)C1C=CC=CC=1. The catalyst is C1(C)C=CC=CC=1.C1COCC1.O. The product is [O:43]=[C:33]1[C:32]([NH:44][C@@H:45]([C:50]2[CH:49]=[CH:48][CH:47]=[CH:2][CH:1]=2)[CH3:46])=[CH:31][C@@H:30]([C:26]2[CH:27]=[CH:28][CH:29]=[C:24]([O:23][C:15]([F:14])([F:19])[F:20])[CH:25]=2)[N:34]1[C:35]1[CH:42]=[CH:41][C:38]([C:39]#[N:40])=[CH:37][CH:36]=1. The yield is 0.260.